Dataset: Forward reaction prediction with 1.9M reactions from USPTO patents (1976-2016). Task: Predict the product of the given reaction. (1) Given the reactants O1CCOCC1.O.[C:8]1(=[O:14])[CH2:13][CH2:12][CH2:11][CH:10]=[CH:9]1.[C:15]1(B(O)O)[CH:20]=[CH:19][CH:18]=[CH:17][CH:16]=1, predict the reaction product. The product is: [C:15]1([C@H:10]2[CH2:11][CH2:12][CH2:13][C:8](=[O:14])[CH2:9]2)[CH:20]=[CH:19][CH:18]=[CH:17][CH:16]=1. (2) Given the reactants Cl[C:2]1[CH:3]=[CH:4][C:5]2[N:6]([C:8]([C:11]3[CH:16]=[C:15]([O:17][CH3:18])[CH:14]=[CH:13][C:12]=3[O:19][CH3:20])=[N:9][N:10]=2)[N:7]=1.[CH3:21][O:22][C:23]1[CH:28]=[CH:27][C:26](B(O)O)=[CH:25][C:24]=1[O:32][C@H:33]1[CH2:37][CH2:36][O:35][CH2:34]1.C([O-])([O-])=O.[Na+].[Na+], predict the reaction product. The product is: [CH3:20][O:19][C:12]1[CH:13]=[CH:14][C:15]([O:17][CH3:18])=[CH:16][C:11]=1[C:8]1[N:6]2[N:7]=[C:2]([C:26]3[CH:27]=[CH:28][C:23]([O:22][CH3:21])=[C:24]([O:32][C@H:33]4[CH2:37][CH2:36][O:35][CH2:34]4)[CH:25]=3)[CH:3]=[CH:4][C:5]2=[N:10][N:9]=1. (3) Given the reactants Cl.Cl.Cl.[CH3:4][C@H:5]1[CH2:10][O:9][CH2:8][CH2:7][N:6]1[CH2:11][C@H:12]1[CH2:17][NH:16][CH2:15][CH2:14][NH:13]1.[N+:18]([C:21]1[S:25][C:24]([S:26](Cl)(=[O:28])=[O:27])=[CH:23][CH:22]=1)([O-:20])=[O:19], predict the reaction product. The product is: [N+:18]([C:21]1[S:25][C:24]([S:26]([N:16]2[CH2:15][CH2:14][NH:13][C@@H:12]([CH2:11][N:6]3[CH2:7][CH2:8][O:9][CH2:10][C@@H:5]3[CH3:4])[CH2:17]2)(=[O:28])=[O:27])=[CH:23][CH:22]=1)([O-:20])=[O:19]. (4) Given the reactants [C:1]([C:4]1[CH:9]=[CH:8][N:7]=[CH:6][CH:5]=1)(=[O:3])[CH3:2].[BrH:10].[Br:11]CC(C1C=NC=CC=1)=O, predict the reaction product. The product is: [BrH:11].[Br:10][CH2:2][C:1]([C:4]1[CH:9]=[CH:8][N:7]=[CH:6][CH:5]=1)=[O:3]. (5) Given the reactants [F:1][C:2]1[CH:7]=[C:6]([CH3:8])[CH:5]=[CH:4][C:3]=1[NH:9][C:10]1[C:19]2[C:14](=[CH:15][C:16]([N:20]3[CH2:25][CH2:24][N:23]([CH3:26])[CH2:22][CH2:21]3)=[CH:17][CH:18]=2)[N:13]=[N:12][C:11]=1[C:27]#[N:28].[OH-:29].[K+], predict the reaction product. The product is: [F:1][C:2]1[CH:7]=[C:6]([CH3:8])[CH:5]=[CH:4][C:3]=1[NH:9][C:10]1[C:19]2[C:14](=[CH:15][C:16]([N:20]3[CH2:25][CH2:24][N:23]([CH3:26])[CH2:22][CH2:21]3)=[CH:17][CH:18]=2)[N:13]=[N:12][C:11]=1[C:27]([NH2:28])=[O:29]. (6) Given the reactants [C:1]([N:4]1[CH2:9][CH2:8][N:7]([C:10]2[CH:15]=[CH:14][C:13]([NH:16][C:17]3[N:25]=[C:24]4[C:20]([N:21]=[CH:22][N:23]4C4CCCCO4)=[C:19]([O:32][C:33]4[CH:34]=[C:35]([NH:39][C:40](=[O:43])[CH:41]=[CH2:42])[CH:36]=[CH:37][CH:38]=4)[N:18]=3)=[CH:12][CH:11]=2)[CH2:6][CH2:5]1)(=[O:3])[CH3:2], predict the reaction product. The product is: [C:1]([N:4]1[CH2:9][CH2:8][N:7]([C:10]2[CH:11]=[CH:12][C:13]([NH:16][C:17]3[N:25]=[C:24]4[C:20]([N:21]=[CH:22][NH:23]4)=[C:19]([O:32][C:33]4[CH:34]=[C:35]([NH:39][C:40](=[O:43])[CH:41]=[CH2:42])[CH:36]=[CH:37][CH:38]=4)[N:18]=3)=[CH:14][CH:15]=2)[CH2:6][CH2:5]1)(=[O:3])[CH3:2].